This data is from NCI-60 drug combinations with 297,098 pairs across 59 cell lines. The task is: Regression. Given two drug SMILES strings and cell line genomic features, predict the synergy score measuring deviation from expected non-interaction effect. Drug 1: C1=CC=C(C=C1)NC(=O)CCCCCCC(=O)NO. Drug 2: C1CNP(=O)(OC1)N(CCCl)CCCl. Cell line: A549. Synergy scores: CSS=7.73, Synergy_ZIP=-2.29, Synergy_Bliss=-2.66, Synergy_Loewe=-20.3, Synergy_HSA=-5.93.